This data is from Reaction yield outcomes from USPTO patents with 853,638 reactions. The task is: Predict the reaction yield, written as a fraction of the theoretical maximum amount of product (1.0 means a 100% yield; for example, 0.34 means a 34% yield). The reactants are [CH3:1][N:2]1[CH:6]=[CH:5][CH:4]=[CH:3]1.[Li]C(C)(C)C.[CH2:12]([CH:14]([C:17]1[C:18]2[N:19]([C:24](I)=[C:25]([CH3:27])[N:26]=2)[N:20]=[C:21]([CH3:23])[CH:22]=1)[CH2:15][CH3:16])[CH3:13].[NH4+].[Cl-]. The catalyst is [Cl-].[Cl-].[Zn+2].C1COCC1. The product is [CH2:12]([CH:14]([C:17]1[C:18]2[N:19]([C:24]([C:3]3[N:2]([CH3:1])[CH:6]=[CH:5][CH:4]=3)=[C:25]([CH3:27])[N:26]=2)[N:20]=[C:21]([CH3:23])[CH:22]=1)[CH2:15][CH3:16])[CH3:13]. The yield is 0.460.